Dataset: NCI-60 drug combinations with 297,098 pairs across 59 cell lines. Task: Regression. Given two drug SMILES strings and cell line genomic features, predict the synergy score measuring deviation from expected non-interaction effect. (1) Drug 1: C1=NC(=NC(=O)N1C2C(C(C(O2)CO)O)O)N. Drug 2: CC12CCC3C(C1CCC2O)C(CC4=C3C=CC(=C4)O)CCCCCCCCCS(=O)CCCC(C(F)(F)F)(F)F. Cell line: NCI-H460. Synergy scores: CSS=3.33, Synergy_ZIP=-2.10, Synergy_Bliss=-1.38, Synergy_Loewe=0.343, Synergy_HSA=-0.990. (2) Drug 1: C1=CC(=CC=C1CCCC(=O)O)N(CCCl)CCCl. Drug 2: CCCS(=O)(=O)NC1=C(C(=C(C=C1)F)C(=O)C2=CNC3=C2C=C(C=N3)C4=CC=C(C=C4)Cl)F. Cell line: SNB-19. Synergy scores: CSS=12.2, Synergy_ZIP=-0.706, Synergy_Bliss=2.76, Synergy_Loewe=-1.68, Synergy_HSA=0.263. (3) Drug 1: CS(=O)(=O)C1=CC(=C(C=C1)C(=O)NC2=CC(=C(C=C2)Cl)C3=CC=CC=N3)Cl. Drug 2: CN1CCC(CC1)COC2=C(C=C3C(=C2)N=CN=C3NC4=C(C=C(C=C4)Br)F)OC. Cell line: OVCAR-8. Synergy scores: CSS=8.50, Synergy_ZIP=-1.93, Synergy_Bliss=4.38, Synergy_Loewe=3.65, Synergy_HSA=4.81. (4) Drug 1: C1C(C(OC1N2C=NC3=C(N=C(N=C32)Cl)N)CO)O. Drug 2: C1CC(=O)NC(=O)C1N2C(=O)C3=CC=CC=C3C2=O. Cell line: NCI-H322M. Synergy scores: CSS=1.18, Synergy_ZIP=5.55, Synergy_Bliss=-1.68, Synergy_Loewe=1.68, Synergy_HSA=-2.53.